The task is: Predict the reactants needed to synthesize the given product.. This data is from Full USPTO retrosynthesis dataset with 1.9M reactions from patents (1976-2016). Given the product [F:41][C:35]1[C:36]([CH:38]([CH3:40])[CH3:39])=[CH:37][C:32]([C:23]2[CH:24]=[CH:25][C:26]([C:28]([F:31])([F:29])[F:30])=[CH:27][C:22]=2[CH2:21][N:17]2[C@@H:16]([CH3:44])[C@H:15]([C:11]3[NH:12][CH:13]=[CH:14][N:10]=3)[O:19][C:18]2=[O:20])=[C:33]([O:42][CH3:43])[CH:34]=1, predict the reactants needed to synthesize it. The reactants are: C(OC[N:10]1[CH:14]=[CH:13][N:12]=[C:11]1[C@H:15]1[O:19][C:18](=[O:20])[N:17]([CH2:21][C:22]2[CH:27]=[C:26]([C:28]([F:31])([F:30])[F:29])[CH:25]=[CH:24][C:23]=2[C:32]2[CH:37]=[C:36]([CH:38]([CH3:40])[CH3:39])[C:35]([F:41])=[CH:34][C:33]=2[O:42][CH3:43])[C@H:16]1[CH3:44])C1C=CC=CC=1.Cl.